Dataset: Reaction yield outcomes from USPTO patents with 853,638 reactions. Task: Predict the reaction yield, written as a fraction of the theoretical maximum amount of product (1.0 means a 100% yield; for example, 0.34 means a 34% yield). The reactants are [N:1]#[C:2]Br.[O-]Cl.[Na+].[NH2:7][C:8]1[CH:13]=[CH:12][C:11]([N+:14]([O-:16])=[O:15])=[CH:10][C:9]=1[OH:17].[OH-].[Na+]. The catalyst is O1CCCC1.O. The product is [NH2:1][C:2]1[O:17][C:9]2[CH:10]=[C:11]([N+:14]([O-:16])=[O:15])[CH:12]=[CH:13][C:8]=2[N:7]=1. The yield is 0.710.